From a dataset of Catalyst prediction with 721,799 reactions and 888 catalyst types from USPTO. Predict which catalyst facilitates the given reaction. Reactant: C([O-])([O-])=O.[K+].[K+].[CH2:7]([O:14][C:15](=[O:35])[NH:16][CH2:17][CH2:18][CH2:19][CH2:20][C:21]1[CH:26]=[C:25]([C:27]#[C:28][Si](C)(C)C)[C:24]([Cl:33])=[C:23]([F:34])[CH:22]=1)[C:8]1[CH:13]=[CH:12][CH:11]=[CH:10][CH:9]=1. Product: [CH2:7]([O:14][C:15](=[O:35])[NH:16][CH2:17][CH2:18][CH2:19][CH2:20][C:21]1[CH:22]=[C:23]([F:34])[C:24]([Cl:33])=[C:25]([C:27]#[CH:28])[CH:26]=1)[C:8]1[CH:9]=[CH:10][CH:11]=[CH:12][CH:13]=1. The catalyst class is: 5.